The task is: Predict the reaction yield, written as a fraction of the theoretical maximum amount of product (1.0 means a 100% yield; for example, 0.34 means a 34% yield).. This data is from Reaction yield outcomes from USPTO patents with 853,638 reactions. The reactants are [N:1]1[CH:6]=[CH:5][CH:4]=[CH:3][N:2]=1.CC1CCCN(C)C1(C)C.[Li].[O:18]1[C:22]2([CH2:27][CH2:26][C:25](=[O:28])[CH2:24][CH2:23]2)[O:21][CH2:20][CH2:19]1. The catalyst is C1COCC1. The product is [N:1]1[CH:6]=[CH:5][CH:4]=[C:3]([C:25]2([OH:28])[CH2:26][CH2:27][C:22]3([O:21][CH2:20][CH2:19][O:18]3)[CH2:23][CH2:24]2)[N:2]=1. The yield is 0.440.